From a dataset of Forward reaction prediction with 1.9M reactions from USPTO patents (1976-2016). Predict the product of the given reaction. Given the reactants Cl.[CH2:2](N)[CH3:3].[OH-].[Na+].[CH3:7][O:8][C:9]1[CH:17]=[C:16]([N+:18]([O-:20])=[O:19])[CH:15]=[CH:14][C:10]=1[C:11]([OH:13])=O.C[N:22](C(ON1N=NC2C=CC=CC1=2)=[N+](C)C)C.[B-](F)(F)(F)F.CCN(C(C)C)C(C)C, predict the reaction product. The product is: [CH2:2]([C:17]1[C:9]([O:8][CH3:7])=[C:10]([CH:14]=[CH:15][C:16]=1[N+:18]([O-:20])=[O:19])[C:11]([NH2:22])=[O:13])[CH3:3].